From a dataset of Full USPTO retrosynthesis dataset with 1.9M reactions from patents (1976-2016). Predict the reactants needed to synthesize the given product. (1) Given the product [C:13]([C:12]1[CH:15]=[CH:16][C:9]([CH:8]([C:5]2[CH:6]=[CH:7][C:2]([F:1])=[CH:3][CH:4]=2)[OH:17])=[CH:10][CH:11]=1)#[CH:18], predict the reactants needed to synthesize it. The reactants are: [F:1][C:2]1[CH:7]=[CH:6][C:5]([CH:8]([OH:17])[C:9]2[CH:16]=[CH:15][C:12]([CH:13]=O)=[CH:11][CH:10]=2)=[CH:4][CH:3]=1.[CH3:18]OP(C(=[N+]=[N-])C(=O)C)(=O)OC.C([O-])([O-])=O.[K+].[K+]. (2) Given the product [Cl:1][C:2]1[CH:7]=[CH:6][C:5]([N:8]2[CH:12]=[C:11]([CH:13]([NH:22][C:23]3[CH:24]=[CH:25][C:26]([C:29]([N:31]([CH3:39])[CH2:32][CH2:33][C:34]([OH:36])=[O:35])=[O:30])=[CH:27][CH:28]=3)[CH:15]3[CH2:20][CH2:19][CH2:18][CH2:17][CH2:16]3)[C:10]([CH3:21])=[N:9]2)=[CH:4][CH:3]=1, predict the reactants needed to synthesize it. The reactants are: [Cl:1][C:2]1[CH:7]=[CH:6][C:5]([N:8]2[CH:12]=[C:11]([CH:13]([CH:15]3[CH2:20][CH2:19][CH2:18][CH2:17][CH2:16]3)O)[C:10]([CH3:21])=[N:9]2)=[CH:4][CH:3]=1.[NH2:22][C:23]1[CH:28]=[CH:27][C:26]([C:29]([N:31]([CH3:39])[CH2:32][CH2:33][C:34]([O:36]CC)=[O:35])=[O:30])=[CH:25][CH:24]=1. (3) Given the product [CH3:29][C:26]1[S:25][C:24]([CH2:22][C:18]2[CH:17]=[C:16]([CH:21]=[CH:20][CH:19]=2)[CH:12]=[O:11])=[CH:28][CH:27]=1, predict the reactants needed to synthesize it. The reactants are: C(#N)C.[I-].[Na+].C[Si](Cl)(C)C.[O:11]1CCO[CH:12]1[C:16]1[CH:17]=[C:18]([CH:22]([C:24]2[S:25][C:26]([CH3:29])=[CH:27][CH:28]=2)O)[CH:19]=[CH:20][CH:21]=1. (4) The reactants are: [Cl:1][C:2]1[C:3](=[O:19])[N:4]([CH:9]2[CH2:14][C:13]([CH3:16])([CH3:15])[CH2:12][C:11]([CH3:18])([CH3:17])[CH2:10]2)[N:5]=[CH:6][C:7]=1Cl.[CH3:20][NH2:21].O. Given the product [Cl:1][C:2]1[C:3](=[O:19])[N:4]([CH:9]2[CH2:14][C:13]([CH3:16])([CH3:15])[CH2:12][C:11]([CH3:18])([CH3:17])[CH2:10]2)[N:5]=[CH:6][C:7]=1[NH:21][CH3:20], predict the reactants needed to synthesize it.